Predict the product of the given reaction. From a dataset of Forward reaction prediction with 1.9M reactions from USPTO patents (1976-2016). Given the reactants O[C:2]1[CH:7]=[CH:6][CH:5]=[CH:4][C:3]=1[CH2:8][C:9](=O)[CH3:10].Cl[CH2:13][C:14](=[O:16])[CH3:15].C([O-])([O-])=O.[K+].[K+].[OH2:23], predict the reaction product. The product is: [CH2:9]([C:8]1[C:3]2[CH:4]=[CH:5][CH:6]=[CH:7][C:2]=2[O:23][C:13]=1[C:14](=[O:16])[CH3:15])[CH3:10].